This data is from Full USPTO retrosynthesis dataset with 1.9M reactions from patents (1976-2016). The task is: Predict the reactants needed to synthesize the given product. (1) Given the product [CH3:36][O:1][C:2]1[C:3](=[O:35])[CH:4]=[C:5]([NH:22][CH2:23][CH2:24][CH2:25][C:26]([O:28][CH2:29][CH2:30][CH2:31][CH2:32][CH2:33][CH3:34])=[O:27])[C:6](=[O:21])[C:7]=1[CH2:8][CH2:9][CH2:10][CH2:11][CH2:12][CH2:13][CH2:14][CH2:15][CH2:16][CH2:17][CH2:18][CH2:19][CH3:20], predict the reactants needed to synthesize it. The reactants are: [OH:1][C:2]1[C:3](=[O:35])[CH:4]=[C:5]([NH:22][CH2:23][CH2:24][CH2:25][C:26]([O:28][CH2:29][CH2:30][CH2:31][CH2:32][CH2:33][CH3:34])=[O:27])[C:6](=[O:21])[C:7]=1[CH2:8][CH2:9][CH2:10][CH2:11][CH2:12][CH2:13][CH2:14][CH2:15][CH2:16][CH2:17][CH2:18][CH2:19][CH3:20].[C:36](=O)([O-])[O-].[K+].[K+].S(OC)(OC)(=O)=O. (2) Given the product [CH3:24][N:25]([CH2:27][CH2:28][CH2:29][O:1][C:2]1[CH:11]=[C:10]2[C:5]([C:6]([O:12][C:13]3[CH:14]=[C:15]4[C:19](=[CH:20][CH:21]=3)[NH:18][CH:17]=[CH:16]4)=[N:7][CH:8]=[N:9]2)=[CH:4][C:3]=1[O:22][CH3:23])[CH3:26], predict the reactants needed to synthesize it. The reactants are: [OH:1][C:2]1[CH:11]=[C:10]2[C:5]([C:6]([O:12][C:13]3[CH:14]=[C:15]4[C:19](=[CH:20][CH:21]=3)[NH:18][CH:17]=[CH:16]4)=[N:7][CH:8]=[N:9]2)=[CH:4][C:3]=1[O:22][CH3:23].[CH3:24][N:25]([CH2:27][CH2:28][CH2:29]O)[CH3:26]. (3) Given the product [Br:22][C:10]1[C:9]([CH3:14])=[C:8]([CH3:15])[C:7]([O:6][CH2:5][CH2:4][O:3][CH2:1][CH3:2])=[CH:12][C:11]=1[CH3:13], predict the reactants needed to synthesize it. The reactants are: [CH2:1]([O:3][CH2:4][CH2:5][O:6][C:7]1[CH:12]=[C:11]([CH3:13])[CH:10]=[C:9]([CH3:14])[C:8]=1[CH3:15])[CH3:2].N1C=CC=CC=1.[Br:22]Br. (4) Given the product [NH2:8][C:9]1([C@@H:12]2[CH2:16][CH2:15][N:14]([C:31]3[C:32]([CH3:34])=[C:33]4[C:28]([C:27](=[O:36])[C:26]([C:37]([OH:39])=[O:38])=[CH:25][N:24]4[CH:21]4[CH2:22][CH2:23]4)=[CH:29][CH:30]=3)[CH2:13]2)[CH2:10][CH2:11]1, predict the reactants needed to synthesize it. The reactants are: C(OC([NH:8][C:9]1([C@@H:12]2[CH2:16][CH2:15][NH:14][CH2:13]2)[CH2:11][CH2:10]1)=O)(C)(C)C.CS(C)=O.[CH:21]1([N:24]2[C:33]3[C:28](=[CH:29][CH:30]=[C:31](F)[C:32]=3[CH3:34])[C:27](=[O:36])[C:26]([C:37]([OH:39])=[O:38])=[CH:25]2)[CH2:23][CH2:22]1. (5) Given the product [CH3:7][C:3]1[N:4]=[CH:5][S:6][C:2]=1[C:9]1[N:8]([C:17]([O:19][C:20]([CH3:23])([CH3:22])[CH3:21])=[O:18])[C:16]2[C:11]([CH:10]=1)=[CH:12][CH:13]=[CH:14][CH:15]=2, predict the reactants needed to synthesize it. The reactants are: Br[C:2]1[S:6][CH:5]=[N:4][C:3]=1[CH3:7].[N:8]1([C:17]([O:19][C:20]([CH3:23])([CH3:22])[CH3:21])=[O:18])[C:16]2[C:11](=[CH:12][CH:13]=[CH:14][CH:15]=2)[CH:10]=[CH:9]1.C([O-])([O-])=O.[Na+].[Na+].